Dataset: Full USPTO retrosynthesis dataset with 1.9M reactions from patents (1976-2016). Task: Predict the reactants needed to synthesize the given product. (1) Given the product [CH:1]([O:4][C:5]1[N:10]=[C:9]([C:11]2[CH:12]=[C:13]3[C:17](=[CH:18][CH:19]=2)[NH:16][CH:15]=[C:14]3[C:20]2[O:21][C:34](=[O:36])[NH:23][N:22]=2)[CH:8]=[N:7][CH:6]=1)([CH3:3])[CH3:2], predict the reactants needed to synthesize it. The reactants are: [CH:1]([O:4][C:5]1[N:10]=[C:9]([C:11]2[CH:12]=[C:13]3[C:17](=[CH:18][CH:19]=2)[NH:16][CH:15]=[C:14]3[C:20]([NH:22][NH2:23])=[O:21])[CH:8]=[N:7][CH:6]=1)([CH3:3])[CH3:2].CCN(C(C)C)C(C)C.Cl[C:34](Cl)([O:36]C(=O)OC(Cl)(Cl)Cl)Cl. (2) Given the product [CH:18]([O:21][C:7]1[N:6]=[C:5]([C:3]([OH:2])=[O:4])[CH:10]=[N:9][C:8]=1[N:11]1[CH2:16][CH2:15][CH2:14][CH2:13][CH2:12]1)([CH3:20])[CH3:19], predict the reactants needed to synthesize it. The reactants are: C[O:2][C:3]([C:5]1[CH:10]=[N:9][C:8]([N:11]2[CH2:16][CH2:15][CH2:14][CH2:13][CH2:12]2)=[C:7](Br)[N:6]=1)=[O:4].[CH:18]([OH:21])([CH3:20])[CH3:19].[H-].[Na+].[OH-].[K+]. (3) Given the product [CH3:33][O:32][C:28]1[CH:27]=[C:26]([CH:31]=[CH:30][CH:29]=1)[CH2:25][NH:24][C:20]1[C:19]2[N:18]([N:17]=[C:16]([NH:11][C:10]3[CH:12]=[CH:13][CH:14]=[C:8]([N:5]4[CH2:4][CH2:3][N:2]([CH3:1])[CH2:7][CH2:6]4)[CH:9]=3)[N:34]=2)[CH:23]=[CH:22][CH:21]=1, predict the reactants needed to synthesize it. The reactants are: [CH3:1][N:2]1[CH2:7][CH2:6][N:5]([C:8]2[CH:9]=[C:10]([CH:12]=[CH:13][CH:14]=2)[NH2:11])[CH2:4][CH2:3]1.Cl[C:16]1[N:34]=[C:19]2[C:20]([NH:24][CH2:25][C:26]3[CH:31]=[CH:30][CH:29]=[C:28]([O:32][CH3:33])[CH:27]=3)=[CH:21][CH:22]=[CH:23][N:18]2[N:17]=1. (4) Given the product [CH3:35][O:34][C:32]([C@@:15]12[CH2:12][CH2:13][C@:14]1([CH2:28][O:29][CH3:30])[CH2:18][N:17]([C@@H:19]([C:21]1[CH:26]=[CH:25][CH:24]=[CH:23][CH:22]=1)[CH3:20])[C:16]2=[O:27])=[O:33], predict the reactants needed to synthesize it. The reactants are: C[Si](C)(C)[N-][Si](C)(C)C.[Li+].Br[CH2:12][CH2:13][C@:14]1([CH2:28][O:29][CH3:30])[CH2:18][N:17]([C@@H:19]([C:21]2[CH:26]=[CH:25][CH:24]=[CH:23][CH:22]=2)[CH3:20])[C:16](=[O:27])[CH2:15]1.Cl[C:32]([O:34][CH3:35])=[O:33].C(O)(=O)CC(CC(O)=O)(C(O)=O)O.